This data is from Reaction yield outcomes from USPTO patents with 853,638 reactions. The task is: Predict the reaction yield, written as a fraction of the theoretical maximum amount of product (1.0 means a 100% yield; for example, 0.34 means a 34% yield). (1) The reactants are [O:1]1[C:6]2[CH:7]=[CH:8][C:9]([CH:11]=O)=[CH:10][C:5]=2[O:4][CH2:3][CH2:2]1.[CH3:13][O:14][C:15]1[CH:24]=[C:23]2[C:18]([N:19]=[CH:20][C:21]([S:25][CH2:26][CH2:27][N:28]3[CH2:33][CH2:32][CH:31]([NH2:34])[CH2:30][CH2:29]3)=[N:22]2)=[CH:17][CH:16]=1. No catalyst specified. The product is [O:1]1[C:6]2[CH:7]=[CH:8][C:9]([CH2:11][NH:34][CH:31]3[CH2:30][CH2:29][N:28]([CH2:27][CH2:26][S:25][C:21]4[CH:20]=[N:19][C:18]5[C:23](=[CH:24][C:15]([O:14][CH3:13])=[CH:16][CH:17]=5)[N:22]=4)[CH2:33][CH2:32]3)=[CH:10][C:5]=2[O:4][CH2:3][CH2:2]1. The yield is 0.780. (2) The reactants are CC1(C)[O:9][C:8](=[O:10])[C:5]2([CH2:7][CH2:6]2)[C:4](=[O:11])O1.[F:13][C:14]1[CH:19]=[CH:18][C:17]([NH2:20])=[CH:16][CH:15]=1.O. The catalyst is CN(C=O)C. The product is [F:13][C:14]1[CH:19]=[CH:18][C:17]([N:20]2[CH2:6][CH2:7][CH:5]([C:8]([OH:9])=[O:10])[C:4]2=[O:11])=[CH:16][CH:15]=1. The yield is 0.730. (3) The reactants are [Cl:1][C:2]1[C:3]([CH3:11])=[C:4]([CH:8]=[CH:9][CH:10]=1)[C:5]([OH:7])=[O:6].[CH3:12]O. The catalyst is S(=O)(=O)(O)O. The product is [Cl:1][C:2]1[C:3]([CH3:11])=[C:4]([CH:8]=[CH:9][CH:10]=1)[C:5]([O:7][CH3:12])=[O:6]. The yield is 0.880.